From a dataset of NCI-60 drug combinations with 297,098 pairs across 59 cell lines. Regression. Given two drug SMILES strings and cell line genomic features, predict the synergy score measuring deviation from expected non-interaction effect. (1) Drug 1: C(=O)(N)NO. Drug 2: C1C(C(OC1N2C=NC3=C2NC=NCC3O)CO)O. Cell line: PC-3. Synergy scores: CSS=5.39, Synergy_ZIP=-3.17, Synergy_Bliss=-3.31, Synergy_Loewe=0.969, Synergy_HSA=-2.47. (2) Drug 1: C1CC(C1)(C(=O)O)C(=O)O.[NH2-].[NH2-].[Pt+2]. Drug 2: CC1CCC2CC(C(=CC=CC=CC(CC(C(=O)C(C(C(=CC(C(=O)CC(OC(=O)C3CCCCN3C(=O)C(=O)C1(O2)O)C(C)CC4CCC(C(C4)OC)OP(=O)(C)C)C)C)O)OC)C)C)C)OC. Cell line: SW-620. Synergy scores: CSS=46.0, Synergy_ZIP=0.932, Synergy_Bliss=3.70, Synergy_Loewe=6.73, Synergy_HSA=7.93. (3) Drug 1: COC1=NC(=NC2=C1N=CN2C3C(C(C(O3)CO)O)O)N. Drug 2: CC1C(C(CC(O1)OC2CC(CC3=C2C(=C4C(=C3O)C(=O)C5=CC=CC=C5C4=O)O)(C(=O)C)O)N)O. Cell line: SW-620. Synergy scores: CSS=35.5, Synergy_ZIP=-6.68, Synergy_Bliss=-8.90, Synergy_Loewe=-13.4, Synergy_HSA=-4.87.